This data is from Catalyst prediction with 721,799 reactions and 888 catalyst types from USPTO. The task is: Predict which catalyst facilitates the given reaction. (1) Reactant: [CH3:1]/[CH:2]=[CH:3]/[C:4]1[CH2:24][S:23][C@@H:7]2[C@H:8]([NH:11][C:12]([C@H:14]([NH2:22])[C:15]3[CH:16]=[CH:17][C:18]([OH:21])=[CH:19][CH:20]=3)=[O:13])[C:9](=[O:10])[N:6]2[C:5]=1[C:25]([OH:27])=[O:26].CN(C)C=[O:31]. Product: [CH3:1]/[CH:2]=[CH:3]/[C:4]1[CH2:24][S:23][C@@H:7]2[C@H:8]([NH:11][C:12]([C@H:14]([NH2:22])[C:15]3[CH:16]=[CH:17][C:18]([OH:21])=[CH:19][CH:20]=3)=[O:13])[C:9](=[O:10])[N:6]2[C:5]=1[C:25]([OH:27])=[O:26].[OH2:31]. The catalyst class is: 6. (2) Reactant: [CH2:1]([C:5]1[N:6]=[C:7]([CH3:27])[NH:8][C:9](=[O:26])[C:10]=1[CH2:11][C:12]1[CH:17]=[CH:16][C:15]([C:18]2[C:19]([C:24]#[N:25])=[CH:20][CH:21]=[CH:22][CH:23]=2)=[CH:14][CH:13]=1)[CH2:2][CH2:3][CH3:4].C(=O)([O-])[O-].[K+].[K+].Br.Br[CH2:36][C:37]1[CH:42]=[CH:41][CH:40]=[CH:39][N:38]=1.CN(C)C=O. Product: [CH2:1]([C:5]1[N:6]=[C:7]([CH3:27])[N:8]([CH2:36][C:37]2[CH:42]=[CH:41][CH:40]=[CH:39][N:38]=2)[C:9](=[O:26])[C:10]=1[CH2:11][C:12]1[CH:17]=[CH:16][C:15]([C:18]2[C:19]([C:24]#[N:25])=[CH:20][CH:21]=[CH:22][CH:23]=2)=[CH:14][CH:13]=1)[CH2:2][CH2:3][CH3:4]. The catalyst class is: 13. (3) Reactant: [C:1]([C:3]1[CH:4]=[CH:5][C:6]2[O:11][CH2:10][C:9](=[O:12])[N:8]([CH2:13][CH2:14][C@H:15]3[CH2:20][CH2:19][C@@H:18](O)[CH2:17][N:16]3[C:22]([O:24][C:25]([CH3:28])([CH3:27])[CH3:26])=[O:23])[C:7]=2[CH:29]=1)#[N:2].C1(P(C2C=CC=CC=2)C2C=CC=CC=2)C=CC=CC=1.CC(OC(/N=N/C(OC(C)C)=O)=O)C.C1(P([N:77]=[N+:78]=[N-:79])(C2C=CC=CC=2)=O)C=CC=CC=1. Product: [N:77]([C@@H:18]1[CH2:17][N:16]([C:22]([O:24][C:25]([CH3:27])([CH3:26])[CH3:28])=[O:23])[C@@H:15]([CH2:14][CH2:13][N:8]2[C:7]3[CH:29]=[C:3]([C:1]#[N:2])[CH:4]=[CH:5][C:6]=3[O:11][CH2:10][C:9]2=[O:12])[CH2:20][CH2:19]1)=[N+:78]=[N-:79]. The catalyst class is: 56.